From a dataset of CYP1A2 inhibition data for predicting drug metabolism from PubChem BioAssay. Regression/Classification. Given a drug SMILES string, predict its absorption, distribution, metabolism, or excretion properties. Task type varies by dataset: regression for continuous measurements (e.g., permeability, clearance, half-life) or binary classification for categorical outcomes (e.g., BBB penetration, CYP inhibition). Dataset: cyp1a2_veith. The compound is CCNc1nc(NCC)nc(N(C)N)n1. The result is 1 (inhibitor).